Task: Regression/Classification. Given a drug SMILES string, predict its absorption, distribution, metabolism, or excretion properties. Task type varies by dataset: regression for continuous measurements (e.g., permeability, clearance, half-life) or binary classification for categorical outcomes (e.g., BBB penetration, CYP inhibition). For this dataset (lipophilicity_astrazeneca), we predict Y.. Dataset: Experimental lipophilicity measurements (octanol/water distribution) for 4,200 compounds from AstraZeneca (1) The drug is COc1ccc2nc(C)cc(-n3cc(CNC(C)=O)nn3)c2c1. The Y is 1.60 logD. (2) The compound is Cc1ccc2c(c1)c(-c1ccnc3c(C)cccc13)c(C)n2CC(=O)O. The Y is 1.29 logD. (3) The molecule is Cc1cn([C@H]2CCCN(Cc3ccc(C(=O)O)c(Oc4cccc(C(F)(F)F)c4)c3)C2)c(=O)[nH]c1=O. The Y is -0.380 logD.